This data is from Forward reaction prediction with 1.9M reactions from USPTO patents (1976-2016). The task is: Predict the product of the given reaction. (1) The product is: [Cl:24][C:25]1[CH:26]=[C:27]2[C:28](=[CH:29][CH:30]=1)[NH:31][C:15]([C:12]1[CH:13]=[CH:14][C:9]([Cl:8])=[CH:10][CH:11]=1)=[C:16]2[CH2:17][CH2:18][C:19]([OH:21])=[O:20]. Given the reactants C(N(CC)CC)C.[Cl:8][C:9]1[CH:14]=[CH:13][C:12]([C:15](=O)[CH2:16][CH2:17][CH2:18][C:19]([OH:21])=[O:20])=[CH:11][CH:10]=1.Cl.[Cl:24][C:25]1[CH:30]=[CH:29][C:28]([NH:31]N)=[CH:27][CH:26]=1.CCOCC, predict the reaction product. (2) Given the reactants [Cl:1][C:2]1[CH:3]=[C:4]([C:8]2([N+:16]([O-])=O)[CH2:13][N:12]([CH3:14])[C:11](=[O:15])[CH2:10][CH2:9]2)[CH:5]=[CH:6][CH:7]=1, predict the reaction product. The product is: [NH2:16][C:8]1([C:4]2[CH:5]=[CH:6][CH:7]=[C:2]([Cl:1])[CH:3]=2)[CH2:13][N:12]([CH3:14])[C:11](=[O:15])[CH2:10][CH2:9]1. (3) The product is: [CH:29]1([CH2:32][C:33]2[N:34]([C:2]3[N:10]=[C:9]4[C:5]([N:6]=[C:7]([CH2:12][N:13]5[CH2:14][CH2:15][CH:16]([C:19]([OH:22])([CH3:20])[CH3:21])[CH2:17][CH2:18]5)[N:8]4[CH3:11])=[C:4]([N:23]4[CH2:24][CH2:25][O:26][CH2:27][CH2:28]4)[N:3]=3)[C:35]3[CH:41]=[CH:40][CH:39]=[CH:38][C:36]=3[N:37]=2)[CH2:30][CH2:31]1. Given the reactants Cl[C:2]1[N:10]=[C:9]2[C:5]([N:6]=[C:7]([CH2:12][N:13]3[CH2:18][CH2:17][CH:16]([C:19]([OH:22])([CH3:21])[CH3:20])[CH2:15][CH2:14]3)[N:8]2[CH3:11])=[C:4]([N:23]2[CH2:28][CH2:27][O:26][CH2:25][CH2:24]2)[N:3]=1.[CH:29]1([CH2:32][C:33]2[NH:34][C:35]3[CH:41]=[CH:40][CH:39]=[CH:38][C:36]=3[N:37]=2)[CH2:31][CH2:30]1, predict the reaction product. (4) Given the reactants [N+:1]([C:4]1[CH:5]=[C:6]2[C:10](=[CH:11][CH:12]=1)[NH:9][C:8](=[O:13])[C:7]2=[N:14][N:15]=[CH:16][C:17]1[NH:21][C:20]([CH3:22])=[C:19]([C:23]([NH:25][CH2:26][CH2:27][CH2:28][CH2:29][CH2:30][C:31]([OH:33])=O)=[O:24])[C:18]=1[CH3:34])([O-:3])=[O:2].Cl.C(N=C=NCCCN(C)C)C.O[C:48]1[C:56]2[N:55]=N[NH:53][C:52]=2[CH:51]=[CH:50][CH:49]=1.C(N(CC)CC)C.C1(N)C=CC=CC=1N, predict the reaction product. The product is: [N+:1]([C:4]1[CH:5]=[C:6]2[C:10](=[CH:11][CH:12]=1)[NH:9][C:8](=[O:13])[C:7]2=[N:14][N:15]=[CH:16][C:17]1[NH:21][C:20]([CH3:22])=[C:19]([C:23]([NH:25][CH2:26][CH2:27][CH2:28][CH2:29][CH2:30][C:31]([NH:53][C:52]2[CH:51]=[CH:50][CH:49]=[CH:48][C:56]=2[NH2:55])=[O:33])=[O:24])[C:18]=1[CH3:34])([O-:3])=[O:2].